Dataset: Reaction yield outcomes from USPTO patents with 853,638 reactions. Task: Predict the reaction yield, written as a fraction of the theoretical maximum amount of product (1.0 means a 100% yield; for example, 0.34 means a 34% yield). (1) The reactants are [F:1][C:2]([F:13])([F:12])[C:3]1[N:8]=[CH:7][C:6](B(O)O)=[CH:5][CH:4]=1.Cl[C:15]1[N:20]=[C:19]([CH3:21])[C:18]([O:22][CH3:23])=[CH:17][CH:16]=1.C([O-])([O-])=O.[K+].[K+].COCCOC. The yield is 0.620. The catalyst is Cl[Pd](Cl)([P](C1C=CC=CC=1)(C1C=CC=CC=1)C1C=CC=CC=1)[P](C1C=CC=CC=1)(C1C=CC=CC=1)C1C=CC=CC=1.CCOC(C)=O.C(O)C.O. The product is [CH3:23][O:22][C:18]1[CH:17]=[CH:16][C:15]([C:6]2[CH:7]=[N:8][C:3]([C:2]([F:13])([F:12])[F:1])=[CH:4][CH:5]=2)=[N:20][C:19]=1[CH3:21]. (2) The reactants are [CH:1]1([C:4]([NH:6][C:7]2[CH:8]=[CH:9][CH:10]=[C:11]3[C:15]=2[C:14](=[O:16])[N:13]([CH:17]([C:22]2[CH:27]=[CH:26][C:25]([O:28][CH:29]([F:31])[F:30])=[C:24]([O:32][CH2:33][CH3:34])[CH:23]=2)[CH2:18][C:19]([OH:21])=O)[CH2:12]3)=[O:5])[CH2:3][CH2:2]1.C1N=[CH:38][N:37](C(N2C=NC=C2)=O)[CH:36]=1.CNC. The catalyst is C1COCC1. The product is [F:30][CH:29]([F:31])[O:28][C:25]1[CH:26]=[CH:27][C:22]([CH:17]([N:13]2[C:14](=[O:16])[C:15]3[C:11](=[CH:10][CH:9]=[CH:8][C:7]=3[NH:6][C:4]([CH:1]3[CH2:2][CH2:3]3)=[O:5])[CH2:12]2)[CH2:18][C:19](=[O:21])[N:37]([CH3:38])[CH3:36])=[CH:23][C:24]=1[O:32][CH2:33][CH3:34]. The yield is 0.500. (3) The reactants are [Br:1][C:2]1[N:7]=[C:6]([CH3:8])[C:5]([F:9])=[CH:4][CH:3]=1.[Br:10]N1C(=O)CCC1=O.N(C(C)(C)C#N)=NC(C)(C)C#N.P([O-])(OCC)OCC.C(N(CC)CC)C. The catalyst is O1CCCC1.C(Cl)(Cl)(Cl)Cl. The product is [Br:1][C:2]1[N:7]=[C:6]([CH2:8][Br:10])[C:5]([F:9])=[CH:4][CH:3]=1. The yield is 0.678. (4) The reactants are C(C1C=C([NH:10][C:11]([NH:13][C:14]2[CH:19]=[CH:18][C:17]([Cl:20])=[CH:16][CH:15]=2)=[O:12])N(C2C=C(C=CC=2)C(OCC)=O)N=1)(C)(C)C.[H-].[H-].[H-].[H-].[Li+].[Al+3]. The catalyst is C1COCC1. The product is [Cl:20][C:17]1[CH:16]=[CH:15][C:14]([NH:13][C:11](=[O:12])[NH2:10])=[CH:19][CH:18]=1. The yield is 0.970. (5) The reactants are [C:1]([N:5]1[C:9]([CH3:10])=[CH:8][C:7]([C:11](Cl)=[O:12])=[N:6]1)([CH3:4])([CH3:3])[CH3:2].[NH2:14][C:15]1[CH:16]=[C:17]([CH:30]=[CH:31][CH:32]=1)[C:18]([C:20]1[CH:28]=[C:27]2[C:23]([CH2:24][C:25](=[O:29])[NH:26]2)=[CH:22][CH:21]=1)=[O:19]. The catalyst is C1COCC1. The product is [O:29]=[C:25]1[CH2:24][C:23]2[C:27](=[CH:28][C:20]([C:18]([C:17]3[CH:16]=[C:15]([NH:14][C:11]([C:7]4[CH:8]=[C:9]([CH3:10])[N:5]([C:1]([CH3:4])([CH3:3])[CH3:2])[N:6]=4)=[O:12])[CH:32]=[CH:31][CH:30]=3)=[O:19])=[CH:21][CH:22]=2)[NH:26]1. The yield is 0.480. (6) The reactants are Br[C:2]1[CH:3]=[CH:4][C:5]([C:8]([C:14]2[CH:15]=[N:16][CH:17]=[N:18][CH:19]=2)([OH:13])[C:9]([CH3:12])([CH3:11])[CH3:10])=[N:6][CH:7]=1.[F:20][C:21]1[CH:26]=[C:25]([O:27][C:28]([F:31])([F:30])[F:29])[CH:24]=[CH:23][C:22]=1B1OC(C)(C)C(C)(C)O1. No catalyst specified. The product is [F:20][C:21]1[CH:26]=[C:25]([O:27][C:28]([F:29])([F:30])[F:31])[CH:24]=[CH:23][C:22]=1[C:2]1[CH:3]=[CH:4][C:5]([C:8]([C:14]2[CH:15]=[N:16][CH:17]=[N:18][CH:19]=2)([OH:13])[C:9]([CH3:12])([CH3:11])[CH3:10])=[N:6][CH:7]=1. The yield is 0.470. (7) The reactants are CC(C[AlH]CC(C)C)C.[I:10][C:11]1[CH:12]=[C:13]([C:17]2[O:21][N:20]=[C:19]([C:22](OC)=[O:23])[CH:18]=2)[CH:14]=[CH:15][CH:16]=1. The catalyst is C1(C)C=CC=CC=1.C1COCC1. The product is [I:10][C:11]1[CH:12]=[C:13]([C:17]2[O:21][N:20]=[C:19]([CH2:22][OH:23])[CH:18]=2)[CH:14]=[CH:15][CH:16]=1. The yield is 0.956. (8) The reactants are Br[C:2]1[CH:3]=[N:4][N:5]([CH3:18])[C:6]=1[C:7]1[CH:8]=[C:9]([C:14]([O:16][CH3:17])=[O:15])[S:10][C:11]=1[CH2:12][CH3:13].[C:19](=O)([O-])[O-].[K+].[K+].CB1OB(C)OB(C)O1. The catalyst is CN(C)C=O.C1C=CC(P(C2C=CC=CC=2)[C-]2C=CC=C2)=CC=1.C1C=CC(P(C2C=CC=CC=2)[C-]2C=CC=C2)=CC=1.Cl[Pd]Cl.[Fe+2]. The product is [CH3:18][N:5]1[C:6]([C:7]2[CH:8]=[C:9]([C:14]([O:16][CH3:17])=[O:15])[S:10][C:11]=2[CH2:12][CH3:13])=[C:2]([CH3:19])[CH:3]=[N:4]1. The yield is 0.560.